Dataset: Reaction yield outcomes from USPTO patents with 853,638 reactions. Task: Predict the reaction yield, written as a fraction of the theoretical maximum amount of product (1.0 means a 100% yield; for example, 0.34 means a 34% yield). The reactants are [CH3:1][O:2][C:3]1[N:8]=[CH:7][C:6]([N:9]2[C:13]([C:14]3[CH:19]=[CH:18][N:17]=[CH:16][N:15]=3)=[CH:12][C:11]([C:20]([OH:22])=O)=[N:10]2)=[CH:5][CH:4]=1.[C:23]([NH2:27])([CH3:26])([CH3:25])[CH3:24]. No catalyst specified. The product is [C:23]([NH:27][C:20]([C:11]1[CH:12]=[C:13]([C:14]2[CH:19]=[CH:18][N:17]=[CH:16][N:15]=2)[N:9]([C:6]2[CH:7]=[N:8][C:3]([O:2][CH3:1])=[CH:4][CH:5]=2)[N:10]=1)=[O:22])([CH3:26])([CH3:25])[CH3:24]. The yield is 0.770.